Dataset: Catalyst prediction with 721,799 reactions and 888 catalyst types from USPTO. Task: Predict which catalyst facilitates the given reaction. Reactant: [OH:1][B:2]([OH:11])[C:3]1[S:7][C:6]([C:8]([OH:10])=[O:9])=[CH:5][CH:4]=1.O[C:13]([C:16](O)([CH3:18])[CH3:17])([CH3:15])[CH3:14].O. Product: [CH3:14][C:13]1([CH3:15])[C:16]([CH3:18])([CH3:17])[O:1][B:2]([C:3]2[S:7][C:6]([C:8]([OH:10])=[O:9])=[CH:5][CH:4]=2)[O:11]1. The catalyst class is: 11.